Dataset: Full USPTO retrosynthesis dataset with 1.9M reactions from patents (1976-2016). Task: Predict the reactants needed to synthesize the given product. (1) Given the product [CH2:1]([C:8]1[CH:9]=[C:10]([C:14](=[O:16])[CH2:15][C:21]([C:23]2[CH:28]=[C:27]([O:29][CH3:30])[CH:26]=[CH:25][N:24]=2)=[O:20])[CH:11]=[CH:12][CH:13]=1)[C:2]1[CH:3]=[CH:4][CH:5]=[CH:6][CH:7]=1, predict the reactants needed to synthesize it. The reactants are: [CH2:1]([C:8]1[CH:9]=[C:10]([C:14](=[O:16])[CH3:15])[CH:11]=[CH:12][CH:13]=1)[C:2]1[CH:7]=[CH:6][CH:5]=[CH:4][CH:3]=1.[H-].[Na+].C[O:20][C:21]([C:23]1[CH:28]=[C:27]([O:29][CH3:30])[CH:26]=[CH:25][N:24]=1)=O. (2) Given the product [N:18]1([CH2:23][C:24]2[CH:33]=[CH:32][C:27]([CH2:28][OH:29])=[CH:26][CH:25]=2)[CH2:22][CH2:21][CH2:20][CH2:19]1, predict the reactants needed to synthesize it. The reactants are: COC(=O)CC1C=CC(CN2CCCC2)=CC=1.[N:18]1([CH2:23][C:24]2[CH:33]=[CH:32][C:27]([C:28](OC)=[O:29])=[CH:26][CH:25]=2)[CH2:22][CH2:21][CH2:20][CH2:19]1. (3) Given the product [NH:1]1[C:9]2[C:4](=[CH:5][CH:6]=[C:7](/[CH:10]=[CH:11]/[C:12]3[CH:13]=[C:14](/[CH:15]=[CH:16]/[C:17]4[CH:22]=[CH:21][C:20]([O:23][CH2:24][CH:25]5[CH2:29][CH2:28][CH2:27][O:26]5)=[CH:19][C:18]=4[O:30][CH3:31])[NH:36][N:35]=3)[CH:8]=2)[CH:3]=[CH:2]1, predict the reactants needed to synthesize it. The reactants are: [NH:1]1[C:9]2[C:4](=[CH:5][CH:6]=[C:7](/[CH:10]=[CH:11]/[C:12](=O)[CH2:13][C:14](=O)/[CH:15]=[CH:16]/[C:17]3[CH:22]=[CH:21][C:20]([O:23][CH2:24][CH:25]4[CH2:29][CH2:28][CH2:27][O:26]4)=[CH:19][C:18]=3[O:30][CH3:31])[CH:8]=2)[CH:3]=[CH:2]1.O.[NH2:35][NH2:36].